This data is from Full USPTO retrosynthesis dataset with 1.9M reactions from patents (1976-2016). The task is: Predict the reactants needed to synthesize the given product. (1) Given the product [CH:39]1([CH2:38][O:37][C:29]2[CH:28]=[C:27]([C@@H:16]([O:15][C:13]([C@@H:9]3[CH2:10][CH2:11][CH2:12][N:8]3[S:50]([C:53]3[CH:61]=[CH:60][CH:59]=[C:55]([C:56]([O:58][C:69]4[CH:70]=[CH:65][CH:66]=[C:67]([C@H:71]([C:72]5[CH:77]=[CH:76][CH:75]=[CH:74][CH:73]=5)[NH:78][C:79]([O:80][C@@H:81]5[CH:86]6[CH2:85][CH2:84][N:83]([CH2:88][CH2:87]6)[CH2:82]5)=[O:89])[CH:68]=4)=[O:57])[CH:54]=3)(=[O:52])=[O:51])=[O:14])[CH2:17][C:18]3[C:19]([Cl:26])=[CH:20][N+:21]([O-:25])=[CH:22][C:23]=3[Cl:24])[CH:32]=[CH:31][C:30]=2[O:33][CH:34]([F:35])[F:36])[CH2:40][CH2:41]1, predict the reactants needed to synthesize it. The reactants are: C(OC([N:8]1[CH2:12][CH2:11][CH2:10][C@H:9]1[C:13]([O:15][C@H:16]([C:27]1[CH:32]=[CH:31][C:30]([O:33][CH:34]([F:36])[F:35])=[C:29]([O:37][CH2:38][CH:39]2[CH2:41][CH2:40]2)[CH:28]=1)[CH2:17][C:18]1[C:23]([Cl:24])=[CH:22][N+:21]([O-:25])=[CH:20][C:19]=1[Cl:26])=[O:14])=O)(C)(C)C.Cl.O1CCOCC1.Cl[S:50]([C:53]1[CH:54]=[C:55]([CH:59]=[CH:60][CH:61]=1)[C:56]([OH:58])=[O:57])(=[O:52])=[O:51].[OH-].[Na+].O[C:65]1[CH:66]=[C:67]([C@@H:71]([NH:78][C:79](=[O:89])[O:80][C@@H:81]2[CH:86]3[CH2:87][CH2:88][N:83]([CH2:84][CH2:85]3)[CH2:82]2)[C:72]2[CH:77]=[CH:76][CH:75]=[CH:74][CH:73]=2)[CH:68]=[CH:69][CH:70]=1.Cl.CN(C)CCCN=C=NCC. (2) The reactants are: C(C1C=CC(C(NC2C=CC(C3C=C4C(CN([C@@H](C(C)C)C(O)=O)C4=O)=CC=3)=NC=2)=O)=CC=1)(C)(C)C.[CH3:37][CH:38]([CH3:74])[C@H:39]([N:44]1[CH2:52][C:51]2[C:46](=[CH:47][C:48]([C:53]3[CH:58]=[CH:57][C:56]([NH:59][C:60](=[O:72])[C:61]4[CH:66]=[CH:65][C:64]([CH2:67][CH2:68][CH2:69][CH2:70][CH3:71])=[CH:63][CH:62]=4)=[CH:55][N:54]=3)=[CH:49][CH:50]=2)[C:45]1=[O:73])[C:40]([O:42]C)=[O:41]. Given the product [CH3:74][CH:38]([CH3:37])[C@H:39]([N:44]1[CH2:52][C:51]2[C:46](=[CH:47][C:48]([C:53]3[CH:58]=[CH:57][C:56]([NH:59][C:60](=[O:72])[C:61]4[CH:62]=[CH:63][C:64]([CH2:67][CH2:68][CH2:69][CH2:70][CH3:71])=[CH:65][CH:66]=4)=[CH:55][N:54]=3)=[CH:49][CH:50]=2)[C:45]1=[O:73])[C:40]([OH:42])=[O:41], predict the reactants needed to synthesize it. (3) Given the product [CH:31]1([NH:36][CH2:2][CH2:3][CH2:4][CH2:5][C:6]2[CH:11]=[CH:10][C:9]([C:12]([C:14]3[N:22]4[C:17]([CH:18]=[C:19]([C:23]([O:25][CH:26]([CH3:28])[CH3:27])=[O:24])[CH:20]=[CH:21]4)=[CH:16][C:15]=3[CH2:29][CH3:30])=[O:13])=[CH:8][CH:7]=2)[CH2:35][CH2:34][CH2:33][CH2:32]1, predict the reactants needed to synthesize it. The reactants are: Cl[CH2:2][CH2:3][CH2:4][CH2:5][C:6]1[CH:11]=[CH:10][C:9]([C:12]([C:14]2[N:22]3[C:17]([CH:18]=[C:19]([C:23]([O:25][CH:26]([CH3:28])[CH3:27])=[O:24])[CH:20]=[CH:21]3)=[CH:16][C:15]=2[CH2:29][CH3:30])=[O:13])=[CH:8][CH:7]=1.[CH:31]1([NH2:36])[CH2:35][CH2:34][CH2:33][CH2:32]1. (4) The reactants are: [CH3:1][C:2]1[N:6]2[C:7]3[CH:13]=[CH:12][N:11]([Si](C(C)C)(C(C)C)C(C)C)[C:8]=3[N:9]=[CH:10][C:5]2=[C:4]([C:24]2[CH:29]=[CH:28][C:27]([C:30]([OH:33])([CH3:32])[CH3:31])=[CH:26][CH:25]=2)[N:3]=1.C1C(=O)N([Br:41])C(=O)C1. Given the product [Br:41][C:12]1[NH:11][C:8]2[N:9]=[CH:10][C:5]3[N:6]([C:2]([CH3:1])=[N:3][C:4]=3[C:24]3[CH:29]=[CH:28][C:27]([C:30]([OH:33])([CH3:32])[CH3:31])=[CH:26][CH:25]=3)[C:7]=2[CH:13]=1, predict the reactants needed to synthesize it. (5) Given the product [NH2:1][C:2]1[C:11]2[C:6](=[CH:7][CH:8]=[CH:9][C:10]=2[O:12][CH2:13][CH:14]2[CH2:19][CH2:18][CH2:17][N:16]([C:30](=[O:31])[C:29]3[CH:33]=[CH:34][CH:35]=[C:27]([OH:26])[CH:28]=3)[CH2:15]2)[N:5]=[C:4]([CH3:20])[C:3]=1[C:21]([O:23][CH2:24][CH3:25])=[O:22], predict the reactants needed to synthesize it. The reactants are: [NH2:1][C:2]1[C:11]2[C:6](=[CH:7][CH:8]=[CH:9][C:10]=2[O:12][CH2:13][CH:14]2[CH2:19][CH2:18][CH2:17][NH:16][CH2:15]2)[N:5]=[C:4]([CH3:20])[C:3]=1[C:21]([O:23][CH2:24][CH3:25])=[O:22].[OH:26][C:27]1[CH:28]=[C:29]([CH:33]=[CH:34][CH:35]=1)[C:30](O)=[O:31].